This data is from Catalyst prediction with 721,799 reactions and 888 catalyst types from USPTO. The task is: Predict which catalyst facilitates the given reaction. (1) Reactant: [CH3:1][O:2][C:3](=[O:20])[CH2:4][CH:5]([NH:9][C:10](=[O:19])[CH2:11][CH2:12][C:13]1[CH:18]=[CH:17][CH:16]=[CH:15][CH:14]=1)[C:6]([OH:8])=O.[C:21](OC(=O)C)(=O)C. Product: [CH3:1][O:2][C:3](=[O:20])[CH2:4][CH:5]([NH:9][C:10](=[O:19])[CH2:11][CH2:12][C:13]1[CH:18]=[CH:17][CH:16]=[CH:15][CH:14]=1)[C:6](=[O:8])[CH3:21]. The catalyst class is: 17. (2) Reactant: [OH:1][C:2]1[CH:3]=[C:4]([CH:7]=[CH:8][CH:9]=1)[C:5]#[N:6].[S:10]([O-])([O-])=O.[NH4+].[NH4+]. Product: [OH:1][C:2]1[CH:3]=[C:4]([CH:7]=[CH:8][CH:9]=1)[C:5]([NH2:6])=[S:10]. The catalyst class is: 5. (3) Reactant: [CH3:1][N:2]1[CH:6]=[C:5]([C:7]2[CH:12]=[CH:11][C:10]([NH:13][C:14]3[N:15]=[C:16]([N:24]([C:28]4[CH:33]=[CH:32][CH:31]=[CH:30][CH:29]=4)[CH2:25][CH2:26][OH:27])[C:17]4[CH2:23][NH:22][CH2:21][CH2:20][C:18]=4[N:19]=3)=[CH:9][CH:8]=2)[CH:4]=[N:3]1.C(O)(=O)C.[CH:38](=O)[CH2:39][CH3:40].C([BH3-])#N.[Na+]. Product: [CH3:1][N:2]1[CH:6]=[C:5]([C:7]2[CH:8]=[CH:9][C:10]([NH:13][C:14]3[N:15]=[C:16]([N:24]([C:28]4[CH:33]=[CH:32][CH:31]=[CH:30][CH:29]=4)[CH2:25][CH2:26][OH:27])[C:17]4[CH2:23][N:22]([CH2:38][CH2:39][CH3:40])[CH2:21][CH2:20][C:18]=4[N:19]=3)=[CH:11][CH:12]=2)[CH:4]=[N:3]1. The catalyst class is: 5. (4) Reactant: [CH2:1]([N:3]1[C:7]2=[N:8][C:9]([CH2:33][CH3:34])=[C:10]([CH2:19][NH:20][C:21]([C:23]3[CH:24]=[C:25]([CH:29]=[C:30]([CH3:32])[CH:31]=3)[C:26](O)=[O:27])=[O:22])[C:11]([NH:12][CH:13]3[CH2:18][CH2:17][O:16][CH2:15][CH2:14]3)=[C:6]2[CH:5]=[N:4]1)[CH3:2].CN(C(ON1N=NC2C=CC=CC1=2)=[N+](C)C)C.F[P-](F)(F)(F)(F)F.Cl.[Br:60][C:61]1[CH:62]=[C:63]([CH2:68][NH2:69])[CH:64]=[CH:65][C:66]=1[F:67]. Product: [Br:60][C:61]1[CH:62]=[C:63]([CH2:68][NH:69][C:26]([C:25]2[CH:29]=[C:30]([CH3:32])[CH:31]=[C:23]([C:21]([NH:20][CH2:19][C:10]3[C:11]([NH:12][CH:13]4[CH2:18][CH2:17][O:16][CH2:15][CH2:14]4)=[C:6]4[CH:5]=[N:4][N:3]([CH2:1][CH3:2])[C:7]4=[N:8][C:9]=3[CH2:33][CH3:34])=[O:22])[CH:24]=2)=[O:27])[CH:64]=[CH:65][C:66]=1[F:67]. The catalyst class is: 4. (5) Reactant: [F:1][C:2]1[C:3]([C:22]2[S:26][C:25]([C:27]3([OH:31])[CH2:30][CH2:29][CH2:28]3)=[N:24][CH:23]=2)=[C:4]2[CH:10]=[C:9](I)[N:8]([S:12]([C:15]3[CH:21]=[CH:20][C:18]([CH3:19])=[CH:17][CH:16]=3)(=[O:14])=[O:13])[C:5]2=[N:6][CH:7]=1.CC1(C)C(C)(C)OB([C:40]2[CH:41]=[N:42][N:43]([CH2:45][C:46]([O:48][CH2:49][CH3:50])=[O:47])[CH:44]=2)O1.C(=O)(O)[O-]. Product: [F:1][C:2]1[C:3]([C:22]2[S:26][C:25]([C:27]3([OH:31])[CH2:30][CH2:29][CH2:28]3)=[N:24][CH:23]=2)=[C:4]2[CH:10]=[C:9]([C:40]3[CH:41]=[N:42][N:43]([CH2:45][C:46]([O:48][CH2:49][CH3:50])=[O:47])[CH:44]=3)[N:8]([S:12]([C:15]3[CH:21]=[CH:20][C:18]([CH3:19])=[CH:17][CH:16]=3)(=[O:14])=[O:13])[C:5]2=[N:6][CH:7]=1. The catalyst class is: 558. (6) Reactant: [CH3:1][O:2][C:3]1[CH:24]=[CH:23][C:6]([CH2:7][N:8]2[CH:17]=[C:16]3[C:10]([N:11]([CH2:19][C:20]([OH:22])=O)[CH2:12][CH2:13][CH2:14][C:15]3=[O:18])=[N:9]2)=[CH:5][CH:4]=1.CN(C(O[N:33]1N=N[C:35]2C=CC=[N:39][C:34]1=2)=[N+](C)C)C.F[P-](F)(F)(F)(F)F.ONC(=N)C.CCN(CC)CC.C([O-])([O-])=O.[Na+].[Na+]. Product: [CH3:1][O:2][C:3]1[CH:4]=[CH:5][C:6]([CH2:7][N:8]2[CH:17]=[C:16]3[C:10]([N:11]([CH2:19][C:20]4[O:22][N:39]=[C:34]([CH3:35])[N:33]=4)[CH2:12][CH2:13][CH2:14][C:15]3=[O:18])=[N:9]2)=[CH:23][CH:24]=1. The catalyst class is: 31.